Dataset: Forward reaction prediction with 1.9M reactions from USPTO patents (1976-2016). Task: Predict the product of the given reaction. Given the reactants [C:1]1([C:7]2[CH2:8][CH2:9][N:10]([CH2:13][CH2:14][CH2:15][C:16]3[CH:29]=[CH:28][C:27]4[NH:26][C:25](=[O:30])[C:24]5[C:19](=[CH:20][CH:21]=[CH:22][CH:23]=5)[C:18]=4[CH:17]=3)[CH2:11][CH:12]=2)[CH:6]=[CH:5][CH:4]=[CH:3][CH:2]=1.[H][H], predict the reaction product. The product is: [C:1]1([CH:7]2[CH2:12][CH2:11][N:10]([CH2:13][CH2:14][CH2:15][C:16]3[CH:29]=[CH:28][C:27]4[NH:26][C:25](=[O:30])[C:24]5[C:19](=[CH:20][CH:21]=[CH:22][CH:23]=5)[C:18]=4[CH:17]=3)[CH2:9][CH2:8]2)[CH:6]=[CH:5][CH:4]=[CH:3][CH:2]=1.